This data is from Forward reaction prediction with 1.9M reactions from USPTO patents (1976-2016). The task is: Predict the product of the given reaction. (1) Given the reactants [CH3:1][S:2]([CH2:5][CH2:6][N:7]1[CH2:12][CH2:11][N:10]([C:13]2[CH:18]=[CH:17][C:16]([NH:19][C:20]3[N:28]=[C:27]4[C:23]([N:24]=[CH:25][N:26]4C4CCCCO4)=[C:22]([O:35][C:36]4[CH:37]=[C:38]([NH:42][C:43](=[O:46])[CH:44]=[CH2:45])[CH:39]=[CH:40][CH:41]=4)[N:21]=3)=[CH:15][CH:14]=2)[CH2:9][CH2:8]1)(=[O:4])=[O:3].Cl, predict the reaction product. The product is: [CH3:1][S:2]([CH2:5][CH2:6][N:7]1[CH2:12][CH2:11][N:10]([C:13]2[CH:14]=[CH:15][C:16]([NH:19][C:20]3[N:28]=[C:27]4[C:23]([N:24]=[CH:25][NH:26]4)=[C:22]([O:35][C:36]4[CH:37]=[C:38]([NH:42][C:43](=[O:46])[CH:44]=[CH2:45])[CH:39]=[CH:40][CH:41]=4)[N:21]=3)=[CH:17][CH:18]=2)[CH2:9][CH2:8]1)(=[O:4])=[O:3]. (2) Given the reactants [Cl:1][C:2]1[N:7]=[N:6][C:5]([C:8](OCC)=[O:9])=[C:4]([NH:13][C:14]2[CH:19]=[CH:18][CH:17]=[C:16]([C:20]([C:23]#[N:24])([CH3:22])[CH3:21])[N:15]=2)[CH:3]=1.[NH3:25], predict the reaction product. The product is: [Cl:1][C:2]1[N:7]=[N:6][C:5]([C:8]([NH2:25])=[O:9])=[C:4]([NH:13][C:14]2[CH:19]=[CH:18][CH:17]=[C:16]([C:20]([C:23]#[N:24])([CH3:22])[CH3:21])[N:15]=2)[CH:3]=1. (3) Given the reactants [Cl:1][C:2]1[N:7]=[C:6]([NH:8][C@H:9]2[CH2:14][CH2:13][CH2:12][C@@H:11]([NH2:15])[CH2:10]2)[C:5]([F:16])=[CH:4][N:3]=1.[C:17]([O:21][C:22]([N:24]=[C:25]([NH:31][C:32](=[O:38])[O:33][C:34]([CH3:37])([CH3:36])[CH3:35])N1C=CC=N1)=[O:23])([CH3:20])([CH3:19])[CH3:18], predict the reaction product. The product is: [C:34]([O:33][C:32]([NH:31][C:25](=[N:24][C:22](=[O:23])[O:21][C:17]([CH3:20])([CH3:19])[CH3:18])[NH:15][C@@H:11]1[CH2:12][CH2:13][CH2:14][C@H:9]([NH:8][C:6]2[C:5]([F:16])=[CH:4][N:3]=[C:2]([Cl:1])[N:7]=2)[CH2:10]1)=[O:38])([CH3:37])([CH3:36])[CH3:35]. (4) Given the reactants [F:1][C:2]1[CH:3]=[C:4]([CH:8]=[CH:9][C:10]=1[O:11][CH3:12])[C:5]([NH2:7])=O.COC1C=CC(P2(SP(C3C=CC(OC)=CC=3)(=S)S2)=[S:22])=CC=1, predict the reaction product. The product is: [F:1][C:2]1[CH:3]=[C:4]([C:5](=[S:22])[NH2:7])[CH:8]=[CH:9][C:10]=1[O:11][CH3:12].